Predict which catalyst facilitates the given reaction. From a dataset of Catalyst prediction with 721,799 reactions and 888 catalyst types from USPTO. (1) Reactant: [NH2:1][C:2]1[S:6][C:5]([C:7]2[C:12]([F:13])=[CH:11][C:10]([C:14]([OH:17])([CH3:16])[CH3:15])=[CH:9][C:8]=2[F:18])=[N:4][C:3]=1[C:19]([NH2:21])=[O:20].Cl[C:23]1[N:28]=[C:27]([CH3:29])[C:26]([C:30]([OH:33])([CH3:32])[CH3:31])=[CH:25][CH:24]=1.CC(C1C=C(C(C)C)C(C2C=CC=CC=2P(C2CCCCC2)C2CCCCC2)=C(C(C)C)C=1)C.C(=O)([O-])[O-].[K+].[K+].C(O)(CC)(C)C. Product: [F:13][C:12]1[CH:11]=[C:10]([C:14]([OH:17])([CH3:16])[CH3:15])[CH:9]=[C:8]([F:18])[C:7]=1[C:5]1[S:6][C:2]([NH:1][C:23]2[CH:24]=[CH:25][C:26]([C:30]([OH:33])([CH3:31])[CH3:32])=[C:27]([CH3:29])[N:28]=2)=[C:3]([C:19]([NH2:21])=[O:20])[N:4]=1. The catalyst class is: 110. (2) Reactant: Br[C:2]1[CH:19]=[CH:18][C:5]([CH2:6][NH:7][C:8](=[O:17])[C:9]2[C:14]([Cl:15])=[CH:13][CH:12]=[CH:11][C:10]=2[Cl:16])=[CH:4][C:3]=1[CH3:20].[O:21]=[C:22]1[CH:27]=[C:26](B(O)O)[CH:25]=[CH:24][NH:23]1.C(=O)([O-])[O-].[Cs+].[Cs+]. Product: [Cl:16][C:10]1[CH:11]=[CH:12][CH:13]=[C:14]([Cl:15])[C:9]=1[C:8]([NH:7][CH2:6][C:5]1[CH:18]=[CH:19][C:2]([C:26]2[CH:25]=[CH:24][NH:23][C:22](=[O:21])[CH:27]=2)=[C:3]([CH3:20])[CH:4]=1)=[O:17]. The catalyst class is: 18. (3) Reactant: [C:1]([O:5][C:6]([N:8]1[CH2:13][C@@H:12]([CH3:14])[N:11]([C:15]2[CH:16]=[C:17]3[C:26](=[CH:27][C:28]=2[C:29]2[CH:34]=[CH:33][CH:32]=[CH:31][C:30]=2[F:35])[O:25][CH2:24][C:23]2[N:18]3[CH:19]([CH3:45])[C:20](=[O:44])[N:21](COCC[Si](C)(C)C)[N:22]=2)[CH2:10][C@@H:9]1[CH3:46])=[O:7])([CH3:4])([CH3:3])[CH3:2].[F-].C([N+](CCCC)(CCCC)CCCC)CCC. Product: [C:1]([O:5][C:6]([N:8]1[CH2:13][C@@H:12]([CH3:14])[N:11]([C:15]2[CH:16]=[C:17]3[C:26](=[CH:27][C:28]=2[C:29]2[CH:34]=[CH:33][CH:32]=[CH:31][C:30]=2[F:35])[O:25][CH2:24][C:23]2[N:18]3[CH:19]([CH3:45])[C:20](=[O:44])[NH:21][N:22]=2)[CH2:10][C@@H:9]1[CH3:46])=[O:7])([CH3:2])([CH3:3])[CH3:4]. The catalyst class is: 6. (4) Reactant: [NH2:1][C:2]1[C:7]([F:8])=[C:6](Br)[N:5]=[C:4]([C:10]([O:12][CH3:13])=[O:11])[C:3]=1[Cl:14].[CH3:15][Sn:16]([CH3:22])([CH3:21])[Sn:16]([CH3:22])([CH3:21])[CH3:15]. Product: [NH2:1][C:2]1[C:7]([F:8])=[C:6]([Sn:16]([CH3:22])([CH3:21])[CH3:15])[N:5]=[C:4]([C:10]([O:12][CH3:13])=[O:11])[C:3]=1[Cl:14]. The catalyst class is: 184. (5) Reactant: [NH:1]1[CH2:6][CH2:5][C:4](=[CH:7][C:8]2[CH:9]=[C:10]([CH:24]=[CH:25][CH:26]=2)[O:11][C:12]2[CH:17]=[CH:16][C:15]([O:18][CH2:19][C:20]([F:23])([F:22])[F:21])=[CH:14][N:13]=2)[CH2:3][CH2:2]1.[N:27]1[CH:32]=[CH:31][CH:30]=[C:29]([NH:33][C:34](=O)[O:35]C2C=CC=CC=2)[CH:28]=1.C(N(CC)CC)C. Product: [F:22][C:20]([F:23])([F:21])[CH2:19][O:18][C:15]1[CH:16]=[CH:17][C:12]([O:11][C:10]2[CH:9]=[C:8]([CH:26]=[CH:25][CH:24]=2)[CH:7]=[C:4]2[CH2:5][CH2:6][N:1]([C:34]([NH:33][C:29]3[CH:28]=[N:27][CH:32]=[CH:31][CH:30]=3)=[O:35])[CH2:2][CH2:3]2)=[N:13][CH:14]=1. The catalyst class is: 58. (6) Reactant: CC1C=C(C)C=C(C)C=1S([O-])(=O)=O.[NH2:14][N+:15]1[CH:20]=[CH:19][C:18]([CH3:21])=[CH:17][C:16]=1[O:22][CH2:23][C:24]1[C:29]([F:30])=[CH:28][CH:27]=[CH:26][C:25]=1[F:31].[CH:32]1([C:35]#[C:36][C:37]([O:39][CH3:40])=[O:38])[CH2:34][CH2:33]1.C(=O)([O-])[O-].[K+].[K+].O. Product: [CH:32]1([C:35]2[C:36]([C:37]([O:39][CH3:40])=[O:38])=[C:20]3[CH:19]=[C:18]([CH3:21])[CH:17]=[C:16]([O:22][CH2:23][C:24]4[C:25]([F:31])=[CH:26][CH:27]=[CH:28][C:29]=4[F:30])[N:15]3[N:14]=2)[CH2:34][CH2:33]1. The catalyst class is: 3. (7) Reactant: [OH:1][CH:2]1[CH2:7][CH2:6][N:5]([C:8]([O:10][C:11]([CH3:14])([CH3:13])[CH3:12])=[O:9])[CH2:4][CH2:3]1.[CH3:15][S:16](Cl)(=[O:18])=[O:17].C(N(CC)CC)C. The catalyst class is: 124. Product: [CH3:15][S:16]([O:1][CH:2]1[CH2:3][CH2:4][N:5]([C:8]([O:10][C:11]([CH3:14])([CH3:13])[CH3:12])=[O:9])[CH2:6][CH2:7]1)(=[O:18])=[O:17].